This data is from Catalyst prediction with 721,799 reactions and 888 catalyst types from USPTO. The task is: Predict which catalyst facilitates the given reaction. (1) Reactant: [C:1]([N:4]1[C:13]2[C:8](=[CH:9][C:10]([CH:14]3[CH2:19][CH2:18][N:17](C(OC(C)(C)C)=O)[CH2:16][CH2:15]3)=[CH:11][CH:12]=2)[C@H:7]([NH:27][C:28]2[CH:33]=[CH:32][C:31]([C:34]#[N:35])=[CH:30][CH:29]=2)[C@@H:6]([CH3:36])[C@@H:5]1[CH3:37])(=[O:3])[CH3:2].Cl. Product: [C:1]([N:4]1[C:13]2[C:8](=[CH:9][C:10]([CH:14]3[CH2:15][CH2:16][NH:17][CH2:18][CH2:19]3)=[CH:11][CH:12]=2)[C@H:7]([NH:27][C:28]2[CH:29]=[CH:30][C:31]([C:34]#[N:35])=[CH:32][CH:33]=2)[C@@H:6]([CH3:36])[C@@H:5]1[CH3:37])(=[O:3])[CH3:2]. The catalyst class is: 12. (2) Reactant: [C:1]([O:5][C:6]1[CH:11]=[CH:10][C:9]([C@H:12]([NH:14]C(=O)COC)[CH3:13])=[CH:8][CH:7]=1)([CH3:4])([CH3:3])[CH3:2].N(CCO)(CCO)CCO.[OH-].[Na+]. Product: [C:1]([O:5][C:6]1[CH:7]=[CH:8][C:9]([C@H:12]([NH2:14])[CH3:13])=[CH:10][CH:11]=1)([CH3:4])([CH3:2])[CH3:3]. The catalyst class is: 6. (3) Reactant: C[O-].[Na+].[Cl:4][C:5]1[CH:10]=[CH:9][C:8]([C:11]2[C:16](=[O:17])[C:15](=[CH:18][C:19]3[CH:28]=[CH:27][C:26]4[C:21](=[CH:22][CH:23]=[CH:24][CH:25]=4)[CH:20]=3)[O:14][C:13](=[O:29])[C:12]=2[OH:30])=[CH:7][CH:6]=1.Cl. Product: [Cl:4][C:5]1[CH:10]=[CH:9][C:8]([C:11]2[C:16](=[O:17])[C:15]([OH:14])=[C:18]([C:19]3[CH:28]=[CH:27][C:26]4[C:21](=[CH:22][CH:23]=[CH:24][CH:25]=4)[CH:20]=3)[C:13](=[O:29])[C:12]=2[OH:30])=[CH:7][CH:6]=1. The catalyst class is: 5. (4) Reactant: [CH:1]([O-])=[O:2].[Na+].[CH3:5][O:6][C:7]([C:9]1[CH:10]=[C:11]([CH3:28])[C:12]2[NH:18][C:17]3[C:19]([Cl:24])=[CH:20][C:21]([NH2:23])=[CH:22][C:16]=3[CH2:15][S:14](=[O:26])(=[O:25])[C:13]=2[CH:27]=1)=[O:8]. Product: [CH3:5][O:6][C:7]([C:9]1[CH:10]=[C:11]([CH3:28])[C:12]2[NH:18][C:17]3[C:19]([Cl:24])=[CH:20][C:21]([NH:23][CH:1]=[O:2])=[CH:22][C:16]=3[CH2:15][S:14](=[O:26])(=[O:25])[C:13]=2[CH:27]=1)=[O:8]. The catalyst class is: 106.